Task: Predict the reaction yield, written as a fraction of the theoretical maximum amount of product (1.0 means a 100% yield; for example, 0.34 means a 34% yield).. Dataset: Reaction yield outcomes from USPTO patents with 853,638 reactions (1) The reactants are [NH2:1][C:2]1[CH:7]=[CH:6][C:5]([OH:8])=[CH:4][C:3]=1[Cl:9].[H-].[Na+].[CH2:12]([NH:14][C:15]([C:17]1[CH:18]=[C:19]2[C:24](=[CH:25][C:26]=1[O:27][CH2:28][C:29]1[CH:34]=[CH:33][CH:32]=[CH:31][CH:30]=1)[N:23]=[CH:22][CH:21]=[C:20]2Cl)=[O:16])[CH3:13].C(OCC)(=O)C. The catalyst is CS(C)=O.O. The product is [CH2:12]([NH:14][C:15]([C:17]1[CH:18]=[C:19]2[C:24](=[CH:25][C:26]=1[O:27][CH2:28][C:29]1[CH:34]=[CH:33][CH:32]=[CH:31][CH:30]=1)[N:23]=[CH:22][CH:21]=[C:20]2[O:8][C:5]1[CH:6]=[CH:7][C:2]([NH2:1])=[C:3]([Cl:9])[CH:4]=1)=[O:16])[CH3:13]. The yield is 0.920. (2) The reactants are [Br:1][C:2]1[S:6][CH:5]=[C:4]([C:7]([OH:9])=O)[CH:3]=1.CN(C(ON1N=N[C:20]2[CH:21]=[CH:22][CH:23]=[N:24][C:19]1=2)=[N+](C)C)C.F[P-](F)(F)(F)(F)F.CCN(C(C)C)C(C)C.N1CCCCC1. The catalyst is C(#N)C.C(OCC)(=O)C. The product is [Br:1][C:2]1[S:6][CH:5]=[C:4]([C:7]([N:24]2[CH2:19][CH2:20][CH2:21][CH2:22][CH2:23]2)=[O:9])[CH:3]=1. The yield is 0.730.